Dataset: Full USPTO retrosynthesis dataset with 1.9M reactions from patents (1976-2016). Task: Predict the reactants needed to synthesize the given product. (1) Given the product [OH:16][CH2:15][C:14]1[CH:17]=[CH:18][CH:19]=[CH:20][C:13]=1[C:1]1[CH:6]=[CH:5][CH:4]=[CH:3][CH:2]=1, predict the reactants needed to synthesize it. The reactants are: [C:1]1(B(O)O)[CH:6]=[CH:5][CH:4]=[CH:3][CH:2]=1.[F-].[K+].Br[C:13]1[CH:20]=[CH:19][CH:18]=[CH:17][C:14]=1[CH2:15][OH:16]. (2) Given the product [F:1][C:2]1[CH:3]=[CH:4][C:5]([N:8]2[CH:12]=[C:11]([C:13]([O:15][CH2:16][CH3:17])=[O:14])[C:10]([C:22]3[S:21][C:20]([CH3:19])=[N:24][CH:23]=3)=[N:9]2)=[N:6][CH:7]=1, predict the reactants needed to synthesize it. The reactants are: [F:1][C:2]1[CH:3]=[CH:4][C:5]([N:8]2[CH:12]=[C:11]([C:13]([O:15][CH2:16][CH3:17])=[O:14])[C:10](I)=[N:9]2)=[N:6][CH:7]=1.[CH3:19][C:20]1[S:21][CH:22]=[CH:23][N:24]=1.C1(P(C2C=CC=CC=2)C2C=CC=CC=2)C=CC=CC=1.C(=O)([O-])[O-].[Cs+].[Cs+].C([O-])(O)=O.[Na+]. (3) Given the product [NH2:9][C:10]1[N:11](/[C:17](=[N:18]/[CH:19]2[CH2:23][CH2:22][CH2:21][CH2:20]2)/[C:8]([C:5]2[CH:6]=[CH:7][C:2]([Br:1])=[CH:3][CH:4]=2)=[O:24])[N:12]=[CH:13][C:14]=1[C:15]#[N:16], predict the reactants needed to synthesize it. The reactants are: [Br:1][C:2]1[CH:7]=[CH:6][C:5]([C:8]2[NH:9][C:10]3[N:11]([C:17]=2[NH:18][CH:19]2[CH2:23][CH2:22][CH2:21][CH2:20]2)[N:12]=[CH:13][C:14]=3[C:15]#[N:16])=[CH:4][CH:3]=1.[OH2:24]. (4) Given the product [Br:14][C:5]1[CH:6]=[C:7]([CH:10]=[CH:11][C:4]=1[O:3][C:2]([F:12])([F:13])[F:1])[CH:8]=[O:9], predict the reactants needed to synthesize it. The reactants are: [F:1][C:2]([F:13])([F:12])[O:3][C:4]1[CH:11]=[CH:10][C:7]([CH:8]=[O:9])=[CH:6][CH:5]=1.[Br:14]N1C(=O)CCC1=O. (5) Given the product [CH3:1][C:2]1[CH:3]=[CH:4][C:5]2[N:10]([N:19]=[O:20])[CH2:9][CH:8]([C:11]3[CH:16]=[CH:15][CH:14]=[CH:13][CH:12]=3)[O:7][C:6]=2[CH:17]=1, predict the reactants needed to synthesize it. The reactants are: [CH3:1][C:2]1[CH:3]=[CH:4][C:5]2[NH:10][CH2:9][CH:8]([C:11]3[CH:16]=[CH:15][CH:14]=[CH:13][CH:12]=3)[O:7][C:6]=2[CH:17]=1.Cl.[N:19]([O-])=[O:20].[Na+]. (6) Given the product [CH3:17][C:12]1[CH:13]=[CH:14][CH:15]=[CH:16][C:11]=1[C:10]([NH:9][C:6]1[CH:5]=[CH:4][C:3]([C:1]#[C:2][C:20]2[CH:21]=[N:22][CH:23]=[C:24]([CH:37]=2)[C:25]([N:27]=[S@@:28]([CH3:36])(=[O:35])[C:29]2[CH:34]=[CH:33][CH:32]=[CH:31][CH:30]=2)=[O:26])=[CH:8][CH:7]=1)=[O:18], predict the reactants needed to synthesize it. The reactants are: [C:1]([C:3]1[CH:8]=[CH:7][C:6]([NH:9][C:10](=[O:18])[C:11]2[CH:16]=[CH:15][CH:14]=[CH:13][C:12]=2[CH3:17])=[CH:5][CH:4]=1)#[CH:2].Br[C:20]1[CH:21]=[N:22][CH:23]=[C:24]([CH:37]=1)[C:25]([N:27]=[S@@:28]([CH3:36])(=[O:35])[C:29]1[CH:34]=[CH:33][CH:32]=[CH:31][CH:30]=1)=[O:26].